Dataset: Catalyst prediction with 721,799 reactions and 888 catalyst types from USPTO. Task: Predict which catalyst facilitates the given reaction. (1) Reactant: [C:1]([O:5][C:6](=[O:23])[CH2:7][CH2:8][N:9]([C:13]1[C:18]([N+:19]([O-])=O)=[CH:17][N:16]=[C:15]([Cl:22])[N:14]=1)[CH:10]([CH3:12])[CH3:11])([CH3:4])([CH3:3])[CH3:2].[H][H]. Product: [C:1]([O:5][C:6](=[O:23])[CH2:7][CH2:8][N:9]([C:13]1[C:18]([NH2:19])=[CH:17][N:16]=[C:15]([Cl:22])[N:14]=1)[CH:10]([CH3:12])[CH3:11])([CH3:3])([CH3:4])[CH3:2]. The catalyst class is: 78. (2) The catalyst class is: 34. Reactant: [F:1][C:2]1[CH:12]=[CH:11][C:5]([C:6]([N:8]=[C:9]=[O:10])=[O:7])=[CH:4][CH:3]=1.[CH3:13][Si](C=[N+]=[N-])(C)C. Product: [F:1][C:2]1[CH:12]=[CH:11][C:5]([C:6]2[O:7][CH2:13][C:9](=[O:10])[N:8]=2)=[CH:4][CH:3]=1. (3) Reactant: [Br:1][C:2]1[C:3]([CH3:8])=[N:4][O:5][C:6]=1[NH2:7].[H-].[Na+].[CH3:11][N:12]1[C:20]2[C:15](=[CH:16][CH:17]=[CH:18][CH:19]=2)[CH:14]=[C:13]1[S:21](Cl)(=[O:23])=[O:22]. Product: [Br:1][C:2]1[C:3]([CH3:8])=[N:4][O:5][C:6]=1[NH:7][S:21]([C:13]1[N:12]([CH3:11])[C:20]2[C:15]([CH:14]=1)=[CH:16][CH:17]=[CH:18][CH:19]=2)(=[O:22])=[O:23]. The catalyst class is: 1.